Predict which catalyst facilitates the given reaction. From a dataset of Catalyst prediction with 721,799 reactions and 888 catalyst types from USPTO. (1) Reactant: Cl[CH:2]1[C:7](=[O:8])[CH2:6][C:5]([CH2:14][CH2:15][C:16]2[CH:21]=[CH:20][C:19]([O:22][CH3:23])=[C:18]([Cl:24])[CH:17]=2)([CH:9]2[CH2:13][CH2:12][CH2:11][CH2:10]2)[O:4][C:3]1=[O:25].[CH3:26][N:27]([CH2:29][C:30]1[N:31]([CH3:36])[C:32]([SH:35])=[N:33][N:34]=1)[CH3:28].O.OC1N=CN=C2C=1NC(S)=N2. Product: [Cl:24][C:18]1[CH:17]=[C:16]([CH2:15][CH2:14][C:5]2([CH:9]3[CH2:13][CH2:12][CH2:11][CH2:10]3)[O:4][C:3](=[O:25])[C:2]([S:35][C:32]3[N:31]([CH3:36])[C:30]([CH2:29][N:27]([CH3:28])[CH3:26])=[N:34][N:33]=3)=[C:7]([OH:8])[CH2:6]2)[CH:21]=[CH:20][C:19]=1[O:22][CH3:23]. The catalyst class is: 6. (2) Reactant: [F:1][C:2]1[CH:3]=[C:4]([OH:12])[CH:5]=[CH:6][C:7]=1[C:8]([F:11])([F:10])[F:9].[I:13]N1C(=O)CCC1=O.S(=O)(=O)(O)O. The catalyst class is: 15. Product: [F:1][C:2]1[C:7]([C:8]([F:10])([F:11])[F:9])=[CH:6][C:5]([I:13])=[C:4]([OH:12])[CH:3]=1. (3) Reactant: [CH3:1][O:2][C:3]1[CH:8]=[CH:7][C:6]([O:9][C:10]2[CH:15]=[CH:14][CH:13]=[CH:12][CH:11]=2)=[CH:5][CH:4]=1.Cl[S:17]([OH:20])(=[O:19])=[O:18]. Product: [CH3:1][O:2][C:3]1[CH:8]=[CH:7][C:6]([O:9][C:10]2[CH:11]=[CH:12][CH:13]=[CH:14][CH:15]=2)=[CH:5][C:4]=1[S:17]([OH:20])(=[O:19])=[O:18]. The catalyst class is: 2.